Dataset: Catalyst prediction with 721,799 reactions and 888 catalyst types from USPTO. Task: Predict which catalyst facilitates the given reaction. The catalyst class is: 21. Reactant: [CH3:1][O:2][C:3]1[CH:8]=[CH:7][C:6]([C:9]2[C:10](=[O:19])[NH:11][C:12]3([CH2:18][CH2:17][CH2:16][CH2:15][CH2:14]3)[N:13]=2)=[CH:5][CH:4]=1.Br[CH2:21][C:22]([O:24][CH2:25][CH3:26])=[O:23].C(=O)([O-])[O-].[K+].[K+]. Product: [CH2:25]([O:24][C:22](=[O:23])[CH2:21][N:11]1[C:12]2([CH2:18][CH2:17][CH2:16][CH2:15][CH2:14]2)[N:13]=[C:9]([C:6]2[CH:5]=[CH:4][C:3]([O:2][CH3:1])=[CH:8][CH:7]=2)[C:10]1=[O:19])[CH3:26].